This data is from Reaction yield outcomes from USPTO patents with 853,638 reactions. The task is: Predict the reaction yield, written as a fraction of the theoretical maximum amount of product (1.0 means a 100% yield; for example, 0.34 means a 34% yield). (1) The reactants are [Cl:1][C:2]1[CH:7]=[CH:6][C:5]([CH:8]([CH2:13]C(OC(C)(C)C)=O)[C:9]([O:11][CH3:12])=[O:10])=[CH:4][CH:3]=1.[C:21]([OH:27])(C(F)(F)F)=[O:22].C1(P([N:42]=[N+]=[N-])(C2C=CC=CC=2)=O)C=CC=CC=1.C(N(CC)CC)C.[N-]=[N+]=[N-].[C:55]1([CH3:61])[CH:60]=CC=C[CH:56]=1. The catalyst is C(Cl)Cl.C(O)(C)(C)C.Cl[Sn](Cl)(Cl)Cl. The product is [C:55]([O:27][C:21]([NH:42][CH2:13][CH:8]([C:5]1[CH:4]=[CH:3][C:2]([Cl:1])=[CH:7][CH:6]=1)[C:9]([O:11][CH3:12])=[O:10])=[O:22])([CH3:61])([CH3:60])[CH3:56]. The yield is 0.790. (2) The product is [Cl:1][C:2]1[CH:3]=[CH:4][C:5]([C:12]#[CH:13])=[C:6]([CH:11]=1)[C:7]([O:9][CH3:10])=[O:8]. The yield is 0.552. The catalyst is CO. The reactants are [Cl:1][C:2]1[CH:3]=[CH:4][C:5]([C:12]#[C:13][Si](C)(C)C)=[C:6]([CH:11]=1)[C:7]([O:9][CH3:10])=[O:8].C([O-])([O-])=O.[K+].[K+]. (3) The product is [CH2:30]([N:18]([CH2:11][C:12]1[CH:17]=[CH:16][CH:15]=[CH:14][CH:13]=1)[C@@H:19]1[CH2:28][CH2:27][C:26]2[C:21](=[C:22]([C:5]3[CH:4]=[N:3][C:2]([CH3:1])=[N:7][CH:6]=3)[CH:23]=[CH:24][CH:25]=2)[CH2:20]1)[C:31]1[CH:32]=[CH:33][CH:34]=[CH:35][CH:36]=1. No catalyst specified. The yield is 0.580. The reactants are [CH3:1][C:2]1[N:7]=[CH:6][C:5](B(O)O)=[CH:4][N:3]=1.[CH2:11]([N:18]([CH2:30][C:31]1[CH:36]=[CH:35][CH:34]=[CH:33][CH:32]=1)[C@@H:19]1[CH2:28][CH2:27][C:26]2[C:21](=[C:22](Br)[CH:23]=[CH:24][CH:25]=2)[CH2:20]1)[C:12]1[CH:17]=[CH:16][CH:15]=[CH:14][CH:13]=1. (4) The product is [NH2:7][CH2:8][C:9]1[C:14]([C:15]([F:18])([F:17])[F:16])=[CH:13][C:12]([CH3:19])=[N+:11]([O-:25])[CH:10]=1. The reactants are C(OC(=O)[NH:7][CH2:8][C:9]1[CH:10]=[N:11][C:12]([CH3:19])=[CH:13][C:14]=1[C:15]([F:18])([F:17])[F:16])(C)(C)C.ClC1C=CC=CC=1C(OO)=[O:25].Cl.O1CCOCC1. The catalyst is C(Cl)Cl.CO. The yield is 0.900. (5) The reactants are Br[C:2]1[CH:7]=[CH:6][C:5]([O:8][CH3:9])=[CH:4][CH:3]=1.C([Li])CCC.[C:15]([C:17]1[CH:22]=[CH:21][CH:20]=[CH:19][C:18]=1[C:23]#[N:24])#[N:16].[Br:25][C:26]1[CH:31]=[CH:30][CH:29]=[C:28](Br)[CH:27]=1.[Cl-].[NH4+]. The catalyst is O1CCCC1. The product is [Br:25][C:26]1[CH:27]=[C:28]([C:15]2([C:2]3[CH:7]=[CH:6][C:5]([O:8][CH3:9])=[CH:4][CH:3]=3)[C:17]3[C:18](=[CH:19][CH:20]=[CH:21][CH:22]=3)[C:23]([NH2:24])=[N:16]2)[CH:29]=[CH:30][CH:31]=1. The yield is 0.110.